This data is from Full USPTO retrosynthesis dataset with 1.9M reactions from patents (1976-2016). The task is: Predict the reactants needed to synthesize the given product. (1) Given the product [CH3:12][N:13]1[CH:17]=[C:16]([C:18]2[CH:19]=[N:20][C:21]3[C:26]([CH:27]=2)=[CH:25][C:24]([CH2:28][C:29]2[N:3]4[N:4]=[C:5]([C:8]([F:11])([F:10])[F:9])[CH:6]=[CH:7][C:2]4=[N:32][N:31]=2)=[CH:23][CH:22]=3)[CH:15]=[N:14]1, predict the reactants needed to synthesize it. The reactants are: Cl[C:2]1[N:3]=[N:4][C:5]([C:8]([F:11])([F:10])[F:9])=[CH:6][CH:7]=1.[CH3:12][N:13]1[CH:17]=[C:16]([C:18]2[CH:19]=[N:20][C:21]3[C:26]([CH:27]=2)=[CH:25][C:24]([CH2:28][C:29]([NH:31][NH2:32])=O)=[CH:23][CH:22]=3)[CH:15]=[N:14]1. (2) The reactants are: [C:1]([O:5][C:6]([N:8]1[CH2:12][CH2:11][CH:10]([OH:13])[CH2:9]1)=[O:7])([CH3:4])([CH3:3])[CH3:2].C1(P(C2C=CC=CC=2)C2C=CC=CC=2)C=CC=CC=1.C([O:40][C:41](=[O:49])[C:42]1[CH:47]=[CH:46][C:45](O)=[CH:44][CH:43]=1)C1C=CC=CC=1.CCOC(/N=N/C(OCC)=O)=O. Given the product [C:1]([O:5][C:6]([N:8]1[CH2:12][CH2:11][CH:10]([O:13][C:45]2[CH:46]=[CH:47][C:42]([C:41]([OH:49])=[O:40])=[CH:43][CH:44]=2)[CH2:9]1)=[O:7])([CH3:4])([CH3:2])[CH3:3], predict the reactants needed to synthesize it. (3) Given the product [CH3:15][O:14][N:13]([CH3:12])[C:8](=[O:10])[CH2:7][C:1]1[CH:6]=[CH:5][CH:4]=[CH:3][CH:2]=1, predict the reactants needed to synthesize it. The reactants are: [C:1]1([CH2:7][C:8]([OH:10])=O)[CH:6]=[CH:5][CH:4]=[CH:3][CH:2]=1.Cl.[CH3:12][NH:13][O:14][CH3:15].[OH-].[Na+]. (4) Given the product [Br:1][C:2]1[CH:3]=[C:4]2[C:8](=[CH:9][CH:10]=1)[N:7]([C:30]1[CH:35]=[CH:34][CH:33]=[CH:32][CH:31]=1)[C:6](=[O:11])/[C:5]/2=[N:12]\[C:13]1[CH:18]=[CH:17][CH:16]=[C:15]([C:19]([F:20])([F:22])[F:21])[CH:14]=1, predict the reactants needed to synthesize it. The reactants are: [Br:1][C:2]1[CH:3]=[C:4]2[C:8](=[CH:9][CH:10]=1)[NH:7][C:6](=[O:11])/[C:5]/2=[N:12]\[C:13]1[CH:18]=[CH:17][CH:16]=[C:15]([C:19]([F:22])([F:21])[F:20])[CH:14]=1.C(N(CC)CC)C.[C:30]1(B(O)O)[CH:35]=[CH:34][CH:33]=[CH:32][CH:31]=1. (5) Given the product [NH2:14][C:12]1[S:13][C:9]([N:1]2[CH2:6][CH2:5][CH:4]([OH:7])[CH2:3][CH2:2]2)=[N:10][N:11]=1, predict the reactants needed to synthesize it. The reactants are: [NH:1]1[CH2:6][CH2:5][CH:4]([OH:7])[CH2:3][CH2:2]1.Br[C:9]1[S:13][C:12]([NH2:14])=[N:11][N:10]=1.